This data is from Peptide-MHC class II binding affinity with 134,281 pairs from IEDB. The task is: Regression. Given a peptide amino acid sequence and an MHC pseudo amino acid sequence, predict their binding affinity value. This is MHC class II binding data. The peptide sequence is VAKLFKDYSSVVRPV. The MHC is DRB1_0701 with pseudo-sequence DRB1_0701. The binding affinity (normalized) is 0.264.